Dataset: TCR-epitope binding with 47,182 pairs between 192 epitopes and 23,139 TCRs. Task: Binary Classification. Given a T-cell receptor sequence (or CDR3 region) and an epitope sequence, predict whether binding occurs between them. (1) The epitope is RPPIFIRRL. The TCR CDR3 sequence is CASSLGPDNEQFF. Result: 0 (the TCR does not bind to the epitope). (2) The epitope is LPAADLDDF. The TCR CDR3 sequence is CASSKGAAITVGLETQYF. Result: 0 (the TCR does not bind to the epitope). (3) The epitope is KPLEFGATSAAL. The TCR CDR3 sequence is CASSQQGLREQYF. Result: 0 (the TCR does not bind to the epitope).